This data is from Forward reaction prediction with 1.9M reactions from USPTO patents (1976-2016). The task is: Predict the product of the given reaction. (1) Given the reactants [C:1]1([CH:7]([C:10]2[CH:15]=[CH:14][CH:13]=[CH:12][CH:11]=2)[C:8]#[N:9])[CH:6]=[CH:5][CH:4]=[CH:3][CH:2]=1.[C:16](C1C=CC(CC#N)=CC=1)(C)(C)C, predict the reaction product. The product is: [C:10]1([CH:7]2[C:1]3[C:2](=[CH:3][CH:4]=[CH:5][CH:6]=3)[CH:16]=[N:9][CH2:8]2)[CH:11]=[CH:12][CH:13]=[CH:14][CH:15]=1. (2) The product is: [I:12][C:4]1[C:3]([C:6]2[CH:11]=[CH:10][CH:9]=[CH:8][N:7]=2)=[N:2][NH:1][CH:5]=1. Given the reactants [NH:1]1[CH:5]=[CH:4][C:3]([C:6]2[CH:11]=[CH:10][CH:9]=[CH:8][N:7]=2)=[N:2]1.[I:12]N1C(=O)CCC1=O, predict the reaction product. (3) The product is: [C:8]([O-:9])(=[O:49])[CH2:3][CH2:4][CH2:5][CH2:23][CH2:22][CH2:21][CH2:20][CH2:19][CH2:18][CH2:17][CH2:16][CH2:15][CH2:14][CH2:13][CH2:12][CH2:11][CH3:10].[Zn+2:30].[C:8]([O-:9])(=[O:53])[CH2:3][CH2:4][CH2:5][CH2:23][CH2:22][CH2:21][CH2:20][CH2:19][CH2:18][CH2:17][CH2:16][CH2:15][CH2:14][CH2:13][CH2:12][CH2:11][CH3:10].[C:10]([OH:29])(=[O:28])[CH2:11][CH2:12][CH2:13][CH2:14][CH2:15][CH2:16][CH2:17][CH2:18][CH2:19][CH2:20][CH2:21][CH2:22][CH2:5][CH2:4][CH:3]([CH3:6])[CH3:8]. Given the reactants C([C:3]([CH2:8][OH:9])([CH2:6]O)[CH2:4][CH3:5])O.[C:10]([O-:29])(=[O:28])[CH2:11][CH2:12][CH2:13][CH2:14][CH2:15][CH2:16][CH2:17][CH2:18][CH2:19][CH2:20][CH2:21][CH2:22][CH2:23]CCCC.[Zn+2:30].C([O-])(=[O:49])CCCCCCCCCCCCCCCCC.[N-]=C=[O:53].C1C(CC2CCC(N=C=O)CC2)CCC(N=C=O)C1.[N-]=C=O.[N-]=C=O.C12CC(CC1)CC2.C(OCCCC)(=O)C, predict the reaction product. (4) Given the reactants C([O:4][C@@H:5]1[C@@H:27]([O:28]C(=O)C)[C@H:26]([O:32]C(=O)C)[C@@H:25]([CH2:36][O:37]C(=O)C)[O:24][C@H:6]1[O:7][C:8]1[CH:13]=[C:12]([NH2:14])[CH:11]=[CH:10][C:9]=1[CH2:15][C:16]1[CH:21]=[CH:20][C:19]([CH2:22][CH3:23])=[CH:18][CH:17]=1)(=O)C.C[O-].[Na+], predict the reaction product. The product is: [O:7]([C:8]1[CH:13]=[C:12]([NH2:14])[CH:11]=[CH:10][C:9]=1[CH2:15][C:16]1[CH:21]=[CH:20][C:19]([CH2:22][CH3:23])=[CH:18][CH:17]=1)[C@@H:6]1[O:24][C@H:25]([CH2:36][OH:37])[C@@H:26]([OH:32])[C@H:27]([OH:28])[C@H:5]1[OH:4]. (5) Given the reactants [CH:1]1([O:4][C:5]2[CH:26]=[CH:25][C:8]([C:9]([NH:11][C:12]3[CH:13]=[N:14][C:15]([C:18]4[CH:23]=[CH:22][CH:21]=[CH:20][C:19]=4[F:24])=[CH:16][CH:17]=3)=[O:10])=[CH:7][C:6]=2[N+:27]([O-])=O)[CH2:3][CH2:2]1, predict the reaction product. The product is: [NH2:27][C:6]1[CH:7]=[C:8]([CH:25]=[CH:26][C:5]=1[O:4][CH:1]1[CH2:2][CH2:3]1)[C:9]([NH:11][C:12]1[CH:13]=[N:14][C:15]([C:18]2[CH:23]=[CH:22][CH:21]=[CH:20][C:19]=2[F:24])=[CH:16][CH:17]=1)=[O:10]. (6) Given the reactants [CH3:1][O:2][C:3]([CH:5]1[CH2:10][CH2:9][CH:8]=[CH:7][CH2:6]1)=[O:4].[CH3:11][CH:12]([CH2:16][C:17]([CH3:20])([CH3:19])[CH3:18])[CH2:13]CO, predict the reaction product. The product is: [CH3:11][CH:12]([CH2:16][C:17]([CH3:20])([CH3:19])[CH3:18])[CH2:13][CH2:1][O:2][C:3]([CH:5]1[CH2:10][CH2:9][CH:8]=[CH:7][CH2:6]1)=[O:4]. (7) Given the reactants [F:1][C:2]([F:14])([F:13])[C:3]1[CH:8]=[CH:7][C:6]([CH2:9][C:10](O)=O)=[CH:5][CH:4]=1.[F:15][C:16]1([F:29])[O:21][C:20]2[CH:22]=[CH:23][C:24]([NH2:26])=[CH:25][C:19]=2[O:18][C:17]1([F:28])[F:27], predict the reaction product. The product is: [F:29][C:16]1([F:15])[O:21][C:20]2[CH:22]=[CH:23][C:24]([NH:26][CH2:10][CH2:9][C:6]3[CH:7]=[CH:8][C:3]([C:2]([F:14])([F:13])[F:1])=[CH:4][CH:5]=3)=[CH:25][C:19]=2[O:18][C:17]1([F:27])[F:28]. (8) The product is: [CH2:1]([O:3][C:4](=[O:23])[C:5]1[CH:15]=[C:14]([C:16](=[O:22])[N:17]([CH3:21])[CH2:18][CH2:19][CH3:20])[CH:13]=[C:7]([C:8]([OH:10])=[O:9])[CH:6]=1)[CH3:2]. Given the reactants [CH2:1]([O:3][C:4](=[O:23])[C:5]1[CH:15]=[C:14]([C:16](=[O:22])[N:17]([CH3:21])[CH2:18][CH2:19][CH3:20])[CH:13]=[C:7]([C:8]([O:10]CC)=[O:9])[CH:6]=1)[CH3:2].[OH-].[Na+].Cl, predict the reaction product.